This data is from In vitro SARS-CoV-2 activity screen of 1,480 approved drugs from Prestwick library. The task is: Binary Classification. Given a drug SMILES string, predict its activity (active/inactive) in a high-throughput screening assay against a specified biological target. The drug is Cn1c(=O)c2c(ncn2CC2OCCO2)n(C)c1=O. The result is 0 (inactive).